This data is from Full USPTO retrosynthesis dataset with 1.9M reactions from patents (1976-2016). The task is: Predict the reactants needed to synthesize the given product. (1) The reactants are: [Cl:1][C:2]1[N:7]=[C:6]([NH:8][C@H:9]2[CH2:14][CH2:13][C@H:12]([NH:15][C:16](=[O:22])[O:17][C:18]([CH3:21])([CH3:20])[CH3:19])[CH2:11][CH2:10]2)[CH:5]=[C:4]([C:23]2[C:31]3[C:26](=[N:27][CH:28]=[C:29]([O:32][CH3:33])[CH:30]=3)[N:25](S(C3C=CC=CC=3)(=O)=O)[CH:24]=2)[CH:3]=1.[OH-].[Na+]. Given the product [Cl:1][C:2]1[N:7]=[C:6]([NH:8][C@H:9]2[CH2:14][CH2:13][C@H:12]([NH:15][C:16](=[O:22])[O:17][C:18]([CH3:20])([CH3:21])[CH3:19])[CH2:11][CH2:10]2)[CH:5]=[C:4]([C:23]2[C:31]3[C:26](=[N:27][CH:28]=[C:29]([O:32][CH3:33])[CH:30]=3)[NH:25][CH:24]=2)[CH:3]=1, predict the reactants needed to synthesize it. (2) The reactants are: [CH3:1][C:2]([NH:8][C:9]([C:11]1[CH:36]=[CH:35][CH:34]=[CH:33][C:12]=1[C:13]([NH:15][C:16]1[C:17]([CH3:32])=[N:18][C:19]([O:22][CH:23]([C:28]([F:31])([F:30])[F:29])[C:24]([F:27])([F:26])[F:25])=[CH:20][CH:21]=1)=[O:14])=[O:10])([CH3:7])[CH:3]=[N:4][O:5][CH3:6].BrN1C(=O)CCC1=O.[I:45]N1C(=O)CCC1=O. Given the product [CH3:7][C:2]([NH:8][C:9]([C:11]1[C:36]([I:45])=[CH:35][CH:34]=[CH:33][C:12]=1[C:13]([NH:15][C:16]1[C:17]([CH3:32])=[N:18][C:19]([O:22][CH:23]([C:28]([F:31])([F:29])[F:30])[C:24]([F:26])([F:27])[F:25])=[CH:20][CH:21]=1)=[O:14])=[O:10])([CH3:1])[CH:3]=[N:4][O:5][CH3:6], predict the reactants needed to synthesize it. (3) Given the product [C:15]1([C@H:25]([NH:27][CH2:11][C:10]2[CH:13]=[CH:14][C:7]([C:6]#[C:5][Si:2]([CH3:4])([CH3:3])[CH3:1])=[CH:8][CH:9]=2)[CH3:26])[C:24]2[C:19](=[CH:20][CH:21]=[CH:22][CH:23]=2)[CH:18]=[CH:17][CH:16]=1, predict the reactants needed to synthesize it. The reactants are: [CH3:1][Si:2]([C:5]#[C:6][C:7]1[CH:14]=[CH:13][C:10]([CH:11]=O)=[CH:9][CH:8]=1)([CH3:4])[CH3:3].[C:15]1([C@H:25]([NH2:27])[CH3:26])[C:24]2[C:19](=[CH:20][CH:21]=[CH:22][CH:23]=2)[CH:18]=[CH:17][CH:16]=1. (4) Given the product [Br:1][C:2]1[CH:3]=[C:4]([CH:8]=[CH:9][C:10]=1[F:11])[C:5]([N:34]([CH2:35][CH2:36][CH3:37])[CH2:31][CH2:32][CH3:33])=[O:7], predict the reactants needed to synthesize it. The reactants are: [Br:1][C:2]1[CH:3]=[C:4]([CH:8]=[CH:9][C:10]=1[F:11])[C:5]([OH:7])=O.CN(C)CCCN=C=NCC.ON1C(=O)CCC1=O.[CH2:31]([NH:34][CH2:35][CH2:36][CH3:37])[CH2:32][CH3:33].C(N(CC)CC)C. (5) Given the product [CH3:1][O:2][C:3]([C@H:5]1[C@H:7]([C:8]2[CH:9]=[CH:10][C:11]3[O:17][CH2:16][CH2:15][N:14]([CH2:36][C:35]([F:49])([F:48])[F:34])[CH2:13][C:12]=3[CH:18]=2)[C@H:6]1[C:19]1[CH:20]=[CH:21][CH:22]=[CH:23][CH:24]=1)=[O:4], predict the reactants needed to synthesize it. The reactants are: [CH3:1][O:2][C:3]([C@H:5]1[C@H:7]([C:8]2[CH:9]=[CH:10][C:11]3[O:17][CH2:16][CH2:15][NH:14][CH2:13][C:12]=3[CH:18]=2)[C@H:6]1[C:19]1[CH:24]=[CH:23][CH:22]=[CH:21][CH:20]=1)=[O:4].CCN(C(C)C)C(C)C.[F:34][C:35]([F:49])([F:48])[CH2:36]OS(C1C=CC(C)=CC=1)(=O)=O. (6) Given the product [F:20][C:21]([F:26])([F:25])[C:22]([Cl:55])=[N:53][C:34]([C:41]1[CH:46]=[CH:45][CH:44]=[CH:43][CH:42]=1)([C:47]1[CH:48]=[CH:49][CH:50]=[CH:51][CH:52]=1)[C:35]1[CH:36]=[CH:37][CH:38]=[CH:39][CH:40]=1, predict the reactants needed to synthesize it. The reactants are: C1(P(C2C=CC=CC=2)C2C=CC=CC=2)C=CC=CC=1.[F:20][C:21]([F:26])([F:25])[C:22](O)=O.C(N(CC)CC)C.[C:34]([NH2:53])([C:47]1[CH:52]=[CH:51][CH:50]=[CH:49][CH:48]=1)([C:41]1[CH:46]=[CH:45][CH:44]=[CH:43][CH:42]=1)[C:35]1[CH:40]=[CH:39][CH:38]=[CH:37][CH:36]=1.C(Cl)(Cl)(Cl)[Cl:55]. (7) Given the product [CH2:24]([NH:23][C:21]([N:16]1[CH2:17][CH2:18][C:19]2[N:20]=[C:12]([C:9]3[CH:10]=[CH:11][C:6]([O:5][CH2:4][CH2:3][CH2:2][N:28]4[CH2:29][CH2:30][CH2:31][CH:27]4[CH3:26])=[CH:7][CH:8]=3)[S:13][C:14]=2[CH2:15]1)=[O:22])[CH3:25], predict the reactants needed to synthesize it. The reactants are: Cl[CH2:2][CH2:3][CH2:4][O:5][C:6]1[CH:11]=[CH:10][C:9]([C:12]2[S:13][C:14]3[CH2:15][N:16]([C:21]([NH:23][CH2:24][CH3:25])=[O:22])[CH2:17][CH2:18][C:19]=3[N:20]=2)=[CH:8][CH:7]=1.[CH3:26][CH:27]1[CH2:31][CH2:30][CH2:29][NH:28]1.C(=O)([O-])[O-].[K+].[K+].[I-].[Na+].